Dataset: NCI-60 drug combinations with 297,098 pairs across 59 cell lines. Task: Regression. Given two drug SMILES strings and cell line genomic features, predict the synergy score measuring deviation from expected non-interaction effect. (1) Drug 1: CC1CCC2CC(C(=CC=CC=CC(CC(C(=O)C(C(C(=CC(C(=O)CC(OC(=O)C3CCCCN3C(=O)C(=O)C1(O2)O)C(C)CC4CCC(C(C4)OC)OCCO)C)C)O)OC)C)C)C)OC. Drug 2: C(CN)CNCCSP(=O)(O)O. Cell line: HL-60(TB). Synergy scores: CSS=-1.61, Synergy_ZIP=4.25, Synergy_Bliss=5.52, Synergy_Loewe=-0.753, Synergy_HSA=0.114. (2) Drug 1: C1CC(=O)NC(=O)C1N2CC3=C(C2=O)C=CC=C3N. Drug 2: CC1=C(C=C(C=C1)C(=O)NC2=CC(=CC(=C2)C(F)(F)F)N3C=C(N=C3)C)NC4=NC=CC(=N4)C5=CN=CC=C5. Cell line: SR. Synergy scores: CSS=17.1, Synergy_ZIP=-7.17, Synergy_Bliss=-1.05, Synergy_Loewe=2.62, Synergy_HSA=2.73. (3) Drug 1: COC1=CC(=CC(=C1O)OC)C2C3C(COC3=O)C(C4=CC5=C(C=C24)OCO5)OC6C(C(C7C(O6)COC(O7)C8=CC=CS8)O)O. Drug 2: C1=CN(C=N1)CC(O)(P(=O)(O)O)P(=O)(O)O. Cell line: IGROV1. Synergy scores: CSS=2.53, Synergy_ZIP=-11.0, Synergy_Bliss=-20.4, Synergy_Loewe=-20.9, Synergy_HSA=-18.0.